From a dataset of Full USPTO retrosynthesis dataset with 1.9M reactions from patents (1976-2016). Predict the reactants needed to synthesize the given product. (1) Given the product [N:32]1([C:30]([C:27]2[CH:28]=[CH:29][C:24]([NH:23][C:5]3[N:6]=[C:7]([NH:10][C@@H:11]4[CH2:15][CH2:14][NH:13][CH2:12]4)[N:8]=[N:9][C:4]=3[C:1]([NH2:2])=[O:3])=[CH:25][CH:26]=2)=[O:31])[CH2:33][CH2:34][O:35][CH2:36][CH2:37]1.[ClH:38], predict the reactants needed to synthesize it. The reactants are: [C:1]([C:4]1[N:9]=[N:8][C:7]([NH:10][C@@H:11]2[CH2:15][CH2:14][N:13](C(OC(C)(C)C)=O)[CH2:12]2)=[N:6][C:5]=1[NH:23][C:24]1[CH:29]=[CH:28][C:27]([C:30]([N:32]2[CH2:37][CH2:36][O:35][CH2:34][CH2:33]2)=[O:31])=[CH:26][CH:25]=1)(=[O:3])[NH2:2].[ClH:38]. (2) Given the product [F:3][C:4]1[CH:9]=[CH:8][CH:7]=[CH:6][C:5]=1[O:10][C:12]1[N:13]=[CH:14][C:15]2[N:20]=[C:19]([C:21]3[CH:22]=[C:23]([CH3:29])[C:24]([OH:28])=[C:25]([CH3:27])[CH:26]=3)[O:18][C:16]=2[N:17]=1, predict the reactants needed to synthesize it. The reactants are: [H-].[Na+].[F:3][C:4]1[CH:9]=[CH:8][CH:7]=[CH:6][C:5]=1[OH:10].Cl[C:12]1[N:13]=[CH:14][C:15]2[N:20]=[C:19]([C:21]3[CH:26]=[C:25]([CH3:27])[C:24]([OH:28])=[C:23]([CH3:29])[CH:22]=3)[O:18][C:16]=2[N:17]=1.C(O)(=O)CC(CC(O)=O)(C(O)=O)O. (3) Given the product [C:1]1([C:7]2[O:8][C:9]3[C:14]([C:15](=[O:23])[C:16]=2[C:17]2[CH:22]=[CH:21][CH:20]=[CH:19][CH:18]=2)=[C:13]([OH:24])[C:12]([OH:26])=[C:11]([OH:28])[CH:10]=3)[CH:2]=[CH:3][CH:4]=[CH:5][CH:6]=1, predict the reactants needed to synthesize it. The reactants are: [C:1]1([C:7]2[O:8][C:9]3[C:14]([C:15](=[O:23])[C:16]=2[C:17]2[CH:22]=[CH:21][CH:20]=[CH:19][CH:18]=2)=[C:13]([O:24]C)[C:12]([O:26]C)=[C:11]([O:28]C)[CH:10]=3)[CH:6]=[CH:5][CH:4]=[CH:3][CH:2]=1.B(Br)(Br)Br. (4) The reactants are: [CH3:1][C:2]1[CH:7]=[CH:6][C:5]([NH:8][C:9]2[S:10][CH:11]=[CH:12][N:13]=2)=[CH:4][C:3]=1[OH:14].C([O-])([O-])=O.[Cs+].[Cs+].[O:21]1[CH:25]=[CH:24][CH:23]=[C:22]1[CH2:26]Br.CCOCC. Given the product [O:21]1[CH:25]=[CH:24][CH:23]=[C:22]1[CH2:26][O:14][C:3]1[CH:4]=[C:5]([NH:8][C:9]2[S:10][CH:11]=[CH:12][N:13]=2)[CH:6]=[CH:7][C:2]=1[CH3:1], predict the reactants needed to synthesize it. (5) Given the product [C:1]([NH:6][CH2:7][CH2:8][C:9]([OH:11])=[O:10])(=[O:4])[CH:2]=[CH2:3], predict the reactants needed to synthesize it. The reactants are: [C:1](Cl)(=[O:4])[CH:2]=[CH2:3].[NH2:6][CH2:7][CH2:8][C:9]([OH:11])=[O:10].Cl. (6) Given the product [Cl:1][C:2]1[CH:3]=[C:4]([C:9]2([C:15]([NH:21][CH:18]3[CH2:20][CH2:19]3)=[O:17])[CH2:10][CH2:11][CH2:12][CH2:13][CH2:14]2)[CH:5]=[CH:6][C:7]=1[Cl:8], predict the reactants needed to synthesize it. The reactants are: [Cl:1][C:2]1[CH:3]=[C:4]([C:9]2([C:15]([OH:17])=O)[CH2:14][CH2:13][CH2:12][CH2:11][CH2:10]2)[CH:5]=[CH:6][C:7]=1[Cl:8].[CH:18]1([NH2:21])[CH2:20][CH2:19]1. (7) Given the product [F:1][C:2]1[CH:19]=[CH:18][CH:17]=[CH:16][C:3]=1[CH2:4][O:5][C:6]1[CH:13]=[CH:12][C:9]([CH2:10][NH:20][CH2:21][CH2:22][NH:23][C:24](=[O:30])[O:25][C:26]([CH3:28])([CH3:27])[CH3:29])=[CH:8][C:7]=1[O:14][CH3:15], predict the reactants needed to synthesize it. The reactants are: [F:1][C:2]1[CH:19]=[CH:18][CH:17]=[CH:16][C:3]=1[CH2:4][O:5][C:6]1[CH:13]=[CH:12][C:9]([CH:10]=O)=[CH:8][C:7]=1[O:14][CH3:15].[NH2:20][CH2:21][CH2:22][NH:23][C:24](=[O:30])[O:25][C:26]([CH3:29])([CH3:28])[CH3:27].[BH4-].[Na+].O.